This data is from Reaction yield outcomes from USPTO patents with 853,638 reactions. The task is: Predict the reaction yield, written as a fraction of the theoretical maximum amount of product (1.0 means a 100% yield; for example, 0.34 means a 34% yield). (1) The reactants are Cl[C:2]1[N:7]=[C:6]([C:8]2[N:12]3[CH:13]=[CH:14][CH:15]=[CH:16][C:11]3=[N:10][C:9]=2[C:17]2[CH:18]=[CH:19][C:20]([O:34][CH3:35])=[C:21]([CH:33]=2)[C:22]([NH:24][C:25]2[C:30]([F:31])=[CH:29][CH:28]=[CH:27][C:26]=2[F:32])=[O:23])[CH:5]=[CH:4][N:3]=1.[CH3:36][O:37][C:38]1[CH:44]=[C:43]([N:45]2[CH2:50][CH2:49][N:48]([S:51]([CH3:54])(=[O:53])=[O:52])[CH2:47][CH2:46]2)[CH:42]=[CH:41][C:39]=1[NH2:40].C1(C)C=CC(S(O)(=O)=O)=CC=1.C(O)C(F)(F)F.N. The catalyst is CO.C(Cl)Cl. The product is [F:32][C:26]1[CH:27]=[CH:28][CH:29]=[C:30]([F:31])[C:25]=1[NH:24][C:22](=[O:23])[C:21]1[CH:33]=[C:17]([C:9]2[N:10]=[C:11]3[CH:16]=[CH:15][CH:14]=[CH:13][N:12]3[C:8]=2[C:6]2[CH:5]=[CH:4][N:3]=[C:2]([NH:40][C:39]3[CH:41]=[CH:42][C:43]([N:45]4[CH2:46][CH2:47][N:48]([S:51]([CH3:54])(=[O:53])=[O:52])[CH2:49][CH2:50]4)=[CH:44][C:38]=3[O:37][CH3:36])[N:7]=2)[CH:18]=[CH:19][C:20]=1[O:34][CH3:35]. The yield is 0.690. (2) The reactants are C([O:4][CH2:5][CH2:6][O:7][C:8]1[CH:13]=[CH:12][C:11]([NH2:14])=[CH:10][C:9]=1[O:15][CH3:16])(=O)C.[Br:17][CH:18]([CH:21]=O)[CH:19]=O.Br.C([O-])(O)=O.[Na+]. The catalyst is CCO. The product is [Br:17][C:18]1[CH:19]=[N:14][C:11]2[C:12]([CH:21]=1)=[CH:13][C:8]([O:7][CH2:6][CH2:5][OH:4])=[C:9]([O:15][CH3:16])[CH:10]=2. The yield is 0.140. (3) The reactants are [CH2:1]([O:8][C:9]1[CH:18]=[C:17]2[C:12]([C:13](=[O:19])[CH:14]=[CH:15][NH:16]2)=[CH:11][C:10]=1[O:20][CH3:21])[C:2]1[CH:7]=[CH:6][CH:5]=[CH:4][CH:3]=1.[Br:22]Br. The catalyst is C(O)(=O)C. The product is [CH2:1]([O:8][C:9]1[CH:18]=[C:17]2[C:12]([C:13](=[O:19])[C:14]([Br:22])=[CH:15][NH:16]2)=[CH:11][C:10]=1[O:20][CH3:21])[C:2]1[CH:7]=[CH:6][CH:5]=[CH:4][CH:3]=1. The yield is 1.00.